Dataset: hERG Central: cardiac toxicity at 1µM, 10µM, and general inhibition. Task: Predict hERG channel inhibition at various concentrations. (1) The drug is O=C(CN1CCN(Cc2cccc(F)c2)CC1)Nc1ccccc1F. Results: hERG_inhib (hERG inhibition (general)): blocker. (2) Results: hERG_inhib (hERG inhibition (general)): blocker. The molecule is Cc1ccc(C(CNS(=O)(=O)c2ccccc2)N2CCN(C)CC2)cc1. (3) The drug is Clc1ccc(-c2csc(=Nc3cccnc3)n2CCCn2ccnc2)cc1Cl. Results: hERG_inhib (hERG inhibition (general)): blocker.